This data is from Catalyst prediction with 721,799 reactions and 888 catalyst types from USPTO. The task is: Predict which catalyst facilitates the given reaction. (1) Reactant: [NH2:1][C:2]1[N:6]([C:7]2[CH:12]=[CH:11][CH:10]=[C:9]([N+:13]([O-:15])=[O:14])[CH:8]=2)[N:5]=[C:4]([CH2:16][CH3:17])[C:3]=1[C:18]([O:20]CC)=[O:19].[OH-].[Na+].CC(O)=O.C(OCC)(=O)C. Product: [NH2:1][C:2]1[N:6]([C:7]2[CH:12]=[CH:11][CH:10]=[C:9]([N+:13]([O-:15])=[O:14])[CH:8]=2)[N:5]=[C:4]([CH2:16][CH3:17])[C:3]=1[C:18]([OH:20])=[O:19]. The catalyst class is: 40. (2) Reactant: C(=O)([O-])[O-].[Cs+].[Cs+].[N+]([C:10]1[CH:17]=[CH:16][CH:15]=[C:12]([C:13]#[N:14])[C:11]=1[C:18]#[N:19])([O-])=O.[C:20]([C:25]1[CH:30]=[C:29]([C:31]([CH2:34][CH3:35])([CH3:33])[CH3:32])[CH:28]=[CH:27][C:26]=1[OH:36])([CH2:23][CH3:24])([CH3:22])[CH3:21]. Product: [C:20]([C:25]1[CH:30]=[C:29]([C:31]([CH2:34][CH3:35])([CH3:33])[CH3:32])[CH:28]=[CH:27][C:26]=1[O:36][C:10]1[CH:17]=[CH:16][CH:15]=[C:12]([C:13]#[N:14])[C:11]=1[C:18]#[N:19])([CH2:23][CH3:24])([CH3:22])[CH3:21]. The catalyst class is: 60. (3) Reactant: C([O:4][C@@H:5]1[CH2:9][CH2:8][CH2:7][C@H:6]1[O:10][C:11]([NH:13][CH2:14][C:15]1([CH2:21][C:22]([OH:24])=[O:23])[CH2:20][CH2:19][CH2:18][CH2:17][CH2:16]1)=[O:12])(=O)C.[OH-].[Na+].Cl. Product: [OH:4][C@@H:5]1[CH2:9][CH2:8][CH2:7][C@H:6]1[O:10][C:11]([NH:13][CH2:14][C:15]1([CH2:21][C:22]([OH:24])=[O:23])[CH2:20][CH2:19][CH2:18][CH2:17][CH2:16]1)=[O:12]. The catalyst class is: 24. (4) Reactant: [CH2:1]([O:8][C:9]1[CH:27]=[CH:26][C:12]([O:13][C:14]2[C:22]3[CH2:21][CH2:20][CH2:19][C:18]=3[C:17](C=O)=[CH:16][C:15]=2[CH3:25])=[CH:11][C:10]=1[CH:28]([CH3:30])[CH3:29])[C:2]1[CH:7]=[CH:6][CH:5]=[CH:4][CH:3]=1.[C:31](=O)([O-:33])[OH:32].[Na+].ClC1C=CC=C(C(OO)=O)C=1. Product: [CH:31]([O:33][C:17]1[CH:16]=[C:15]([CH3:25])[C:14]([O:13][C:12]2[CH:26]=[CH:27][C:9]([O:8][CH2:1][C:2]3[CH:7]=[CH:6][CH:5]=[CH:4][CH:3]=3)=[C:10]([CH:28]([CH3:29])[CH3:30])[CH:11]=2)=[C:22]2[C:18]=1[CH2:19][CH2:20][CH2:21]2)=[O:32]. The catalyst class is: 4.